Dataset: Forward reaction prediction with 1.9M reactions from USPTO patents (1976-2016). Task: Predict the product of the given reaction. (1) The product is: [Br:4][C:5]1[CH:6]=[C:7]([O:2][CH3:1])[CH:8]=[C:9]([Br:11])[CH:10]=1. Given the reactants [CH3:1][O-:2].[Na+].[Br:4][C:5]1[CH:6]=[C:7](F)[CH:8]=[C:9]([Br:11])[CH:10]=1, predict the reaction product. (2) Given the reactants [CH3:1][N:2]1[C:6]2[CH:7]=[CH:8][CH:9]=[CH:10][C:5]=2[N:4]=[C:3]1[CH2:11][O:12][C:13]1[CH:18]=[CH:17][C:16]([C:19](=[O:27])[CH2:20][C:21]2[CH:26]=[CH:25][N:24]=[CH:23][CH:22]=2)=[CH:15][CH:14]=1.C(O[CH:31](OCC)[NH:32]C(CC)(CC)CC)C, predict the reaction product. The product is: [CH3:1][N:2]1[C:6]2[CH:7]=[CH:8][CH:9]=[CH:10][C:5]=2[N:4]=[C:3]1[CH2:11][O:12][C:13]1[CH:14]=[CH:15][C:16]([C:19]2[O:27][N:32]=[CH:31][C:20]=2[C:21]2[CH:26]=[CH:25][N:24]=[CH:23][CH:22]=2)=[CH:17][CH:18]=1. (3) Given the reactants [F:1][C:2]1[C:3]([NH:21][C:22]2[CH:26]=[C:25]([O:27][CH:28]([CH3:30])[CH3:29])[NH:24][N:23]=2)=[N:4][C:5]([NH:10][C@H:11]([C:14]2[CH:19]=[CH:18][C:17]([F:20])=[CH:16][CH:15]=2)[CH2:12][OH:13])=[C:6]([CH:9]=1)[C:7]#[N:8].Cl.N#N, predict the reaction product. The product is: [NH2:8][CH2:7][C:6]1[C:5]([NH:10][C@H:11]([C:14]2[CH:19]=[CH:18][C:17]([F:20])=[CH:16][CH:15]=2)[CH2:12][OH:13])=[N:4][C:3]([NH:21][C:22]2[CH:26]=[C:25]([O:27][CH:28]([CH3:30])[CH3:29])[NH:24][N:23]=2)=[C:2]([F:1])[CH:9]=1. (4) Given the reactants [F:1][C:2]1([CH2:9][O:10][C:11]2[CH:16]=[CH:15][C:14]([S:17]([NH2:20])(=[O:19])=[O:18])=[CH:13][C:12]=2[N+:21]([O-:23])=[O:22])[CH2:7][CH2:6][C:5](=O)[CH2:4][CH2:3]1.[CH:24]1([NH:27][CH2:28][CH2:29][C:30]#[N:31])[CH2:26][CH2:25]1.C(O[BH-](OC(=O)C)OC(=O)C)(=O)C.[Na+], predict the reaction product. The product is: [C:30]([CH2:29][CH2:28][N:27]([CH:24]1[CH2:26][CH2:25]1)[CH:5]1[CH2:6][CH2:7][C:2]([CH2:9][O:10][C:11]2[CH:16]=[CH:15][C:14]([S:17]([NH2:20])(=[O:19])=[O:18])=[CH:13][C:12]=2[N+:21]([O-:23])=[O:22])([F:1])[CH2:3][CH2:4]1)#[N:31]. (5) Given the reactants C(OC(=O)[NH:7][C@@H:8]([CH2:14][N:15](C(OCC1C=CC=CC=1)=O)[CH2:16][C:17]1[CH:22]=[CH:21][C:20]([CH3:23])=[CH:19][C:18]=1[CH3:24])[C@@H:9]([OH:13])[CH2:10][CH2:11][CH3:12])(C)(C)C, predict the reaction product. The product is: [NH2:7][C@H:8]([C@@H:9]([OH:13])[CH2:10][CH2:11][CH3:12])[CH2:14][NH:15][CH2:16][C:17]1[CH:22]=[CH:21][C:20]([CH3:23])=[CH:19][C:18]=1[CH3:24]. (6) Given the reactants CCN=C=NCCCN(C)C.[CH3:12][C:13]1[CH:18]=[CH:17][C:16]([C:19]2[CH:24]=[C:23]([C:25]3[S:26][CH:27]=[CH:28][N:29]=3)[CH:22]=[C:21]([C:30]([OH:32])=O)[CH:20]=2)=[CH:15][CH:14]=1.C1C=CC2N(O)N=NC=2C=1.CN1C(=O)CCC1.[CH3:50][C@H:51]([NH2:59])[CH2:52][N:53]1[CH2:58][CH2:57][O:56][CH2:55][CH2:54]1, predict the reaction product. The product is: [CH3:50][C@@H:51]([NH:59][C:30]([C:21]1[CH:20]=[C:19]([C:16]2[CH:17]=[CH:18][C:13]([CH3:12])=[CH:14][CH:15]=2)[CH:24]=[C:23]([C:25]2[S:26][CH:27]=[CH:28][N:29]=2)[CH:22]=1)=[O:32])[CH2:52][N:53]1[CH2:58][CH2:57][O:56][CH2:55][CH2:54]1. (7) Given the reactants C([O:3][CH:4](OCC)[CH2:5][O:6][C:7]1[CH:8]=[C:9]2[C:13](=[CH:14][CH:15]=1)[C@H:12]([CH2:16][C:17]([O:19][CH2:20][CH3:21])=[O:18])[CH2:11][CH2:10]2)C.C([O-])(O)=O.[Na+].[BH4-].[Na+].CO, predict the reaction product. The product is: [OH:3][CH2:4][CH2:5][O:6][C:7]1[CH:8]=[C:9]2[C:13](=[CH:14][CH:15]=1)[C@H:12]([CH2:16][C:17]([O:19][CH2:20][CH3:21])=[O:18])[CH2:11][CH2:10]2.